This data is from Full USPTO retrosynthesis dataset with 1.9M reactions from patents (1976-2016). The task is: Predict the reactants needed to synthesize the given product. (1) Given the product [NH2:30][C:4]1[S:3][C:2]([C:49]2[CH:50]=[C:45]([Cl:44])[CH:46]=[CH:47][C:48]=2[Cl:51])=[N:6][C:5]=1[C:7]([NH:8][C:9]1[CH:10]=[N:11][N:12]([CH3:28])[C:13]=1[N:14]1[CH2:20][CH2:19][CH2:18][C@@H:17]([NH2:21])[CH2:16][CH2:15]1)=[O:29], predict the reactants needed to synthesize it. The reactants are: Br[C:2]1[S:3][C:4]([NH:30]C(=O)OC(C)(C)C)=[C:5]([C:7](=[O:29])[NH:8][C:9]2[CH:10]=[N:11][N:12]([CH3:28])[C:13]=2[N:14]2[CH2:20][CH2:19][CH2:18][C@@H:17]([NH:21]C(=O)C(F)(F)F)[CH2:16][CH2:15]2)[N:6]=1.C([O-])([O-])=O.[Na+].[Na+].[Cl:44][C:45]1[CH:50]=[CH:49][C:48]([Cl:51])=[CH:47][C:46]=1B(O)O.C([O-])([O-])=O.[K+].[K+]. (2) Given the product [F:51][C:5]([F:4])([F:50])[C:6]1[CH:7]=[C:8]([C@H:16]2[O:20][C:19](=[O:21])[N:18]([CH2:22][C:23]3[CH:28]=[C:27]([C:29]([F:31])([F:30])[F:32])[CH:26]=[CH:25][C:24]=3[C:33]3[C:38]([Cl:39])=[CH:37][CH:36]=[C:35]([C:40]4[CH:45]=[CH:44][C:43]([CH:46]([OH:47])[CH3:1])=[CH:42][C:41]=4[CH3:48])[CH:34]=3)[C@H:17]2[CH3:49])[CH:9]=[C:10]([C:12]([F:15])([F:14])[F:13])[CH:11]=1, predict the reactants needed to synthesize it. The reactants are: [CH3:1][Mg+].[Br-].[F:4][C:5]([F:51])([F:50])[C:6]1[CH:7]=[C:8]([C@H:16]2[O:20][C:19](=[O:21])[N:18]([CH2:22][C:23]3[CH:28]=[C:27]([C:29]([F:32])([F:31])[F:30])[CH:26]=[CH:25][C:24]=3[C:33]3[CH:34]=[C:35]([C:40]4[CH:45]=[CH:44][C:43]([CH:46]=[O:47])=[CH:42][C:41]=4[CH3:48])[CH:36]=[CH:37][C:38]=3[Cl:39])[C@H:17]2[CH3:49])[CH:9]=[C:10]([C:12]([F:15])([F:14])[F:13])[CH:11]=1.[Cl-].[NH4+]. (3) Given the product [Br:1][C:2]1[CH:7]=[CH:6][C:5]([NH:8][C:9]2[CH:14]=[CH:13][C:12]([C:15]([C:17]3[CH:22]=[CH:21][CH:20]=[CH:19][C:18]=3[CH3:23])=[O:16])=[C:11]([Cl:24])[CH:10]=2)=[C:4]([CH:3]=1)[CH2:25][O:26][CH2:27][CH2:28][N:34]1[C:33](=[O:35])[CH2:32][CH2:31][C:30]1=[O:36], predict the reactants needed to synthesize it. The reactants are: [Br:1][C:2]1[CH:7]=[CH:6][C:5]([NH:8][C:9]2[CH:14]=[CH:13][C:12]([C:15]([C:17]3[CH:22]=[CH:21][CH:20]=[CH:19][C:18]=3[CH3:23])=[O:16])=[C:11]([Cl:24])[CH:10]=2)=[C:4]([CH2:25][O:26][CH2:27][CH2:28]O)[CH:3]=1.[C:30]1(=[O:36])[NH:34][C:33](=[O:35])[CH2:32][CH2:31]1. (4) Given the product [CH3:3][O:4][P:5]([C:9](=[N+:23]=[N-:24])[C:10](=[O:12])[CH3:11])(=[O:8])[O:6][CH3:7], predict the reactants needed to synthesize it. The reactants are: [H-].[Na+].[CH3:3][O:4][P:5]([CH2:9][C:10](=[O:12])[CH3:11])(=[O:8])[O:6][CH3:7].S([N:23]=[N+:24]=[N-])(C1C=CC(C)=CC=1)(=O)=O. (5) Given the product [Cl:1][C:2]1[CH:3]=[C:4]([C:9]2[N:13]([C:14]3[CH:25]=[N:24][CH:17]=[CH:18][CH:19]=3)[N:12]=[C:11]([C:20]([OH:22])=[O:21])[CH:10]=2)[CH:5]=[C:6]([F:8])[CH:7]=1, predict the reactants needed to synthesize it. The reactants are: [Cl:1][C:2]1[CH:3]=[C:4]([C:9]2[N:13]([C:14]3[CH:19]=[CH:18][CH:17]=CN=3)[N:12]=[C:11]([C:20]([OH:22])=[O:21])[CH:10]=2)[CH:5]=[C:6]([F:8])[CH:7]=1.Cl.[N:24]1C=CC=C(NN)[CH:25]=1. (6) Given the product [F:33][C:2]([F:32])([F:1])[C:3]1[CH:27]=[C:26]([C:28]([F:31])([F:29])[F:30])[CH:25]=[CH:24][C:4]=1[CH2:5][N:6]1[C:14]2[C:9](=[CH:10][C:11]([CH:15]=[C:16]3[S:20][C:19]([N:34]4[CH2:39][CH2:38][NH:37][CH2:36][CH2:35]4)=[N:18][C:17]3=[O:23])=[CH:12][CH:13]=2)[CH:8]=[N:7]1, predict the reactants needed to synthesize it. The reactants are: [F:1][C:2]([F:33])([F:32])[C:3]1[CH:27]=[C:26]([C:28]([F:31])([F:30])[F:29])[CH:25]=[CH:24][C:4]=1[CH2:5][N:6]1[C:14]2[C:9](=[CH:10][C:11]([CH:15]=[C:16]3[S:20][C:19](SC)=[N:18][C:17]3=[O:23])=[CH:12][CH:13]=2)[CH:8]=[N:7]1.[NH:34]1[CH2:39][CH2:38][NH:37][CH2:36][CH2:35]1. (7) Given the product [Br:1][C:2]1[CH:7]=[CH:6][C:5]([CH2:8][C:9]([N:14]2[CH2:15][C:16]3[C:21](=[CH:20][CH:19]=[CH:18][CH:17]=3)[CH2:13]2)=[O:11])=[CH:4][C:3]=1[F:12], predict the reactants needed to synthesize it. The reactants are: [Br:1][C:2]1[CH:7]=[CH:6][C:5]([CH2:8][C:9]([OH:11])=O)=[CH:4][C:3]=1[F:12].[CH2:13]1[C:21]2[C:16](=[CH:17][CH:18]=[CH:19][CH:20]=2)[CH2:15][NH:14]1.CN(C(ON1N=NC2C=CC=NC1=2)=[N+](C)C)C.F[P-](F)(F)(F)(F)F.CCN(C(C)C)C(C)C.